Dataset: NCI-60 drug combinations with 297,098 pairs across 59 cell lines. Task: Regression. Given two drug SMILES strings and cell line genomic features, predict the synergy score measuring deviation from expected non-interaction effect. Drug 1: COC1=CC(=CC(=C1O)OC)C2C3C(COC3=O)C(C4=CC5=C(C=C24)OCO5)OC6C(C(C7C(O6)COC(O7)C8=CC=CS8)O)O. Drug 2: CC12CCC3C(C1CCC2O)C(CC4=C3C=CC(=C4)O)CCCCCCCCCS(=O)CCCC(C(F)(F)F)(F)F. Cell line: COLO 205. Synergy scores: CSS=44.3, Synergy_ZIP=4.43, Synergy_Bliss=4.64, Synergy_Loewe=-13.7, Synergy_HSA=3.38.